Task: Predict the reaction yield, written as a fraction of the theoretical maximum amount of product (1.0 means a 100% yield; for example, 0.34 means a 34% yield).. Dataset: Reaction yield outcomes from USPTO patents with 853,638 reactions (1) The reactants are [Br:1][C:2]1[CH:10]=[CH:9][CH:8]=[CH:7][C:3]=1[CH2:4][CH2:5]Cl.[S:11]([O-:14])([O-:13])=[O:12].[Na+:15].[Na+].[I-].[Na+]. The catalyst is O. The product is [Br:1][C:2]1[CH:10]=[CH:9][CH:8]=[CH:7][C:3]=1[CH2:4][CH2:5][S:11]([O-:14])(=[O:13])=[O:12].[Na+:15]. The yield is 0.600. (2) The reactants are [Cl:1][C:2]1[CH:11]=[C:10]([Cl:12])[C:9]([N:13]2[CH2:18][CH2:17][O:16][CH2:15][CH2:14]2)=[CH:8][C:3]=1[C:4](OC)=[O:5].[NH3:19]. No catalyst specified. The product is [Cl:1][C:2]1[CH:11]=[C:10]([Cl:12])[C:9]([N:13]2[CH2:18][CH2:17][O:16][CH2:15][CH2:14]2)=[CH:8][C:3]=1[C:4]([NH2:19])=[O:5]. The yield is 0.430. (3) The catalyst is C1COCC1.CO. The product is [CH3:1][O:15][C:14]([C@H:11]1[CH2:10][CH2:9][C@H:8]([C:17]([OH:19])=[O:18])[CH2:13][CH2:12]1)=[O:16]. The reactants are [CH3:1][Si](C=[N+]=[N-])(C)C.[C@H:8]1([C:17]([OH:19])=[O:18])[CH2:13][CH2:12][C@H:11]([C:14]([OH:16])=[O:15])[CH2:10][CH2:9]1. The yield is 0.300. (4) The reactants are [Cl:1][C:2]1[CH:10]=[C:9]2[C:5]([CH:6]=[CH:7][NH:8]2)=[CH:4][C:3]=1B1OCC(C)(C)CO1.[C:19](=O)([O-])[O-:20].[K+].[K+].Br[C:26]1[CH:31]=[CH:30][C:29]([C:32]2([C:36]([OH:38])=[O:37])[CH2:35][CH2:34][CH2:33]2)=[CH:28][CH:27]=1. The catalyst is O1CCOCC1.CN(C=O)C.C1C=CC(P(C2C=CC=CC=2)[C-]2C=CC=C2)=CC=1.C1C=CC(P(C2C=CC=CC=2)[C-]2C=CC=C2)=CC=1.Cl[Pd]Cl.[Fe+2]. The product is [Cl:1][C:2]1[CH:10]=[C:9]2[C:5]([C:6]([CH:19]=[O:20])=[CH:7][NH:8]2)=[CH:4][C:3]=1[C:26]1[CH:31]=[CH:30][C:29]([C:32]2([C:36]([OH:38])=[O:37])[CH2:35][CH2:34][CH2:33]2)=[CH:28][CH:27]=1. The yield is 0.630.